Dataset: Reaction yield outcomes from USPTO patents with 853,638 reactions. Task: Predict the reaction yield, written as a fraction of the theoretical maximum amount of product (1.0 means a 100% yield; for example, 0.34 means a 34% yield). (1) The reactants are [CH3:1][C:2]1[C:3](I)=[C:4]([OH:23])[CH:5]=[C:6]([CH3:22])[C:7]=1[CH2:8][C:9]1[CH:14]=[CH:13][C:12]([O:15][CH2:16][O:17][CH3:18])=[C:11]([CH:19]([CH3:21])[CH3:20])[CH:10]=1. The catalyst is CO.Cl[Pd](Cl)([P](C1C=CC=CC=1)(C1C=CC=CC=1)C1C=CC=CC=1)[P](C1C=CC=CC=1)(C1C=CC=CC=1)C1C=CC=CC=1. The product is [CH3:1][C:2]1[C:7]([CH2:8][C:9]2[CH:14]=[CH:13][C:12]([O:15][CH2:16][O:17][CH3:18])=[C:11]([CH:19]([CH3:21])[CH3:20])[CH:10]=2)=[C:6]([CH3:22])[CH:5]=[C:4]([OH:23])[C:3]=1[C:16]([O:15][CH3:12])=[O:17]. The yield is 0.380. (2) The reactants are [CH:1]1([OH:6])[CH2:5][CH2:4][CH2:3][CH2:2]1.[Br:7][C:8]1[CH:13]=[CH:12][CH:11]=[C:10](Br)[N:9]=1. No catalyst specified. The product is [Br:7][C:8]1[CH:13]=[CH:12][CH:11]=[C:10]([O:6][CH:1]2[CH2:5][CH2:4][CH2:3][CH2:2]2)[N:9]=1. The yield is 0.440. (3) The reactants are ON1C2C=CC=CC=2N=N1.CN1CCOCC1.[C:18]([O:22][C:23](=[O:46])[C:24]([CH3:45])([CH3:44])[CH2:25][C:26]1[CH:43]=[CH:42][C:29]([CH2:30][N:31]([CH2:36][C:37]2[O:38][CH:39]=[CH:40][CH:41]=2)[CH2:32][C:33](O)=[O:34])=[CH:28][CH:27]=1)([CH3:21])([CH3:20])[CH3:19].[CH3:47][C:48]1[CH:54]=[C:53]([CH3:55])[CH:52]=[CH:51][C:49]=1[NH2:50]. The catalyst is CN(C)C=O.O. The product is [CH3:47][C:48]1[CH:54]=[C:53]([CH3:55])[CH:52]=[CH:51][C:49]=1[NH:50][C:33](=[O:34])[CH2:32][N:31]([CH2:30][C:29]1[CH:42]=[CH:43][C:26]([CH2:25][C:24]([CH3:44])([CH3:45])[C:23]([O:22][C:18]([CH3:19])([CH3:21])[CH3:20])=[O:46])=[CH:27][CH:28]=1)[CH2:36][C:37]1[O:38][CH:39]=[CH:40][CH:41]=1. The yield is 0.910. (4) The reactants are [Cl:1][C:2]1[CH:3]=[CH:4][C:5]([S:9]([CH3:11])=O)=[C:6]([CH:8]=1)[NH2:7].[Cl:12][C:13]1[CH:14]=[C:15]([S:20](Cl)(=[O:22])=[O:21])[CH:16]=[CH:17][C:18]=1[Cl:19]. No catalyst specified. The product is [Cl:12][C:13]1[CH:14]=[C:15]([S:20]([NH:7][C:6]2[CH:8]=[C:2]([Cl:1])[CH:3]=[CH:4][C:5]=2[S:9][CH3:11])(=[O:21])=[O:22])[CH:16]=[CH:17][C:18]=1[Cl:19]. The yield is 0.210. (5) The reactants are [F:1][C:2]1[CH:11]=[C:10]2[C:5]([CH:6]=[CH:7][CH:8]=[N:9]2)=[CH:4][C:3]=1[C:12]#[N:13].N. The catalyst is [Ni].CO. The product is [F:1][C:2]1[CH:11]=[C:10]2[C:5]([CH:6]=[CH:7][CH:8]=[N:9]2)=[CH:4][C:3]=1[CH2:12][NH2:13]. The yield is 0.780. (6) The reactants are [NH2:1][C:2]1[C:11]2[C:6](=[C:7](Br)[CH:8]=[CH:9][CH:10]=2)[N:5]=[N:4][C:3]=1[C:13]([NH:15][CH2:16][CH2:17][CH3:18])=[O:14].[CH3:19][N:20]1[C:24](B2OC(C)(C)C(C)(C)O2)=[CH:23][C:22]([CH3:34])=[N:21]1. No catalyst specified. The product is [NH2:1][C:2]1[C:11]2[C:6](=[C:7]([C:24]3[N:20]([CH3:19])[N:21]=[C:22]([CH3:34])[CH:23]=3)[CH:8]=[CH:9][CH:10]=2)[N:5]=[N:4][C:3]=1[C:13]([NH:15][CH2:16][CH2:17][CH3:18])=[O:14]. The yield is 0.210. (7) The catalyst is COCCOC.[Cl-].[Na+].O.C1C=CC(/C=C/C(/C=C/C2C=CC=CC=2)=O)=CC=1.C1C=CC(/C=C/C(/C=C/C2C=CC=CC=2)=O)=CC=1.C1C=CC(/C=C/C(/C=C/C2C=CC=CC=2)=O)=CC=1.[Pd].[Pd].O. The product is [Cl:21][C:20]1[C:15]2[N:14]=[C:13]3[N:8]([C:5]4[CH:6]=[CH:7][C:2]([O:69][CH2:64][CH3:67])=[CH:3][C:4]=4[CH3:31])[CH2:9][CH2:10][CH2:11][N:12]3[C:16]=2[C:17]([CH:22]([O:27][CH:28]([F:30])[F:29])[C:23]([F:26])([F:25])[F:24])=[CH:18][CH:19]=1. The yield is 0.320. The reactants are Br[C:2]1[CH:7]=[CH:6][C:5]([N:8]2[C:13]3=[N:14][C:15]4[C:20]([Cl:21])=[CH:19][CH:18]=[C:17]([CH:22]([O:27][CH:28]([F:30])[F:29])[C:23]([F:26])([F:25])[F:24])[C:16]=4[N:12]3[CH2:11][CH2:10][CH2:9]2)=[C:4]([CH3:31])[CH:3]=1.[OH-].[K+].C(P([C:64]([CH3:67])(C)C)C1C(C)=C(C)C(C)=C(C)C=1C1C(C(C)C)=CC(C(C)C)=CC=1C(C)C)(C)(C)C.C(=O)([O-])[O-:69].[K+].[K+].ICC.